From a dataset of Full USPTO retrosynthesis dataset with 1.9M reactions from patents (1976-2016). Predict the reactants needed to synthesize the given product. (1) Given the product [C:1]([C:3]1[CH:4]=[C:5]2[C:10](=[CH:11][CH:12]=1)[N:9]([C:13]1[C:14]([C:27]3[CH:32]=[CH:31][C:30]([F:33])=[CH:29][CH:28]=3)=[N:15][C:16]3[C:21]([N:22]=1)=[CH:20][C:19]([C:23]([OH:25])=[O:24])=[CH:18][CH:17]=3)[CH2:8][CH2:7][CH2:6]2)(=[O:34])[NH2:2], predict the reactants needed to synthesize it. The reactants are: [C:1]([C:3]1[CH:4]=[C:5]2[C:10](=[CH:11][CH:12]=1)[N:9]([C:13]1[C:14]([C:27]3[CH:32]=[CH:31][C:30]([F:33])=[CH:29][CH:28]=3)=[N:15][C:16]3[C:21]([N:22]=1)=[CH:20][C:19]([C:23]([O:25]C)=[O:24])=[CH:18][CH:17]=3)[CH2:8][CH2:7][CH2:6]2)#[N:2].[OH:34]O.[OH-].[Na+]. (2) Given the product [CH2:10]([C:17]1[C:18]2[N:19]([C:29]([O:38][CH2:40][C:41]3[CH:42]=[CH:43][C:44]([B:47]4[O:48][C:49]([CH3:55])([CH3:54])[C:50]([CH3:53])([CH3:52])[O:51]4)=[CH:45][CH:46]=3)=[C:30]([CH2:32][C:33]3[O:34][CH:35]=[CH:36][CH:37]=3)[N:31]=2)[CH:20]=[C:21]([C:23]2[CH:28]=[CH:27][CH:26]=[CH:25][CH:24]=2)[N:22]=1)[C:11]1[CH:12]=[CH:13][CH:14]=[CH:15][CH:16]=1, predict the reactants needed to synthesize it. The reactants are: N1C=CN2C=CN=CC=12.[CH2:10]([C:17]1[NH:22][C:21]([C:23]2[CH:28]=[CH:27][CH:26]=[CH:25][CH:24]=2)=[CH:20][N:19]2[C:29](=[O:38])[C:30]([CH2:32][C:33]3[O:34][CH:35]=[CH:36][CH:37]=3)=[N:31][C:18]=12)[C:11]1[CH:16]=[CH:15][CH:14]=[CH:13][CH:12]=1.Br[CH2:40][C:41]1[CH:46]=[CH:45][C:44]([B:47]2[O:51][C:50]([CH3:53])([CH3:52])[C:49]([CH3:55])([CH3:54])[O:48]2)=[CH:43][CH:42]=1.C(=O)([O-])[O-].[K+].[K+].[I-].[K+]. (3) Given the product [CH3:8][C@@H:4]1[NH:3][C@@H:2]([CH3:1])[CH2:7][N:6]([C:9]([O:11][C:12]([CH3:15])([CH3:14])[CH3:13])=[O:10])[CH2:5]1, predict the reactants needed to synthesize it. The reactants are: [CH3:1][C@H:2]1[CH2:7][NH:6][CH2:5][C@H:4]([CH3:8])[NH:3]1.[C:9](O[C:9]([O:11][C:12]([CH3:15])([CH3:14])[CH3:13])=[O:10])([O:11][C:12]([CH3:15])([CH3:14])[CH3:13])=[O:10].C(N(CC)CC)C.